From a dataset of Reaction yield outcomes from USPTO patents with 853,638 reactions. Predict the reaction yield, written as a fraction of the theoretical maximum amount of product (1.0 means a 100% yield; for example, 0.34 means a 34% yield). (1) The reactants are Cl.[N:2]1[CH:7]=[CH:6][CH:5]=[CH:4][C:3]=1[C:8]1[CH2:9][CH2:10][NH:11][CH2:12][CH:13]=1.C=O.[CH3:16][C:17]1[CH:18]=[C:19]([CH:23]=[C:24]([CH3:26])[CH:25]=1)[C:20]([NH2:22])=[O:21].[C:27](=O)([O-])[O-].[K+].[K+]. The catalyst is C(O)C. The product is [N:2]1[CH:7]=[CH:6][CH:5]=[CH:4][C:3]=1[C:8]1[CH2:9][CH2:10][N:11]([CH2:27][NH:22][C:20](=[O:21])[C:19]2[CH:23]=[C:24]([CH3:26])[CH:25]=[C:17]([CH3:16])[CH:18]=2)[CH2:12][CH:13]=1. The yield is 0.560. (2) The reactants are [Cl:1][C:2]1[N:3]=[C:4]2[CH:9]=[CH:8][C:7](Cl)=[N:6][N:5]2[CH:11]=1.[N:12]1[CH:17]=[C:16](B(O)O)[CH:15]=[N:14][CH:13]=1.C(=O)([O-])[O-].[Na+].[Na+]. No catalyst specified. The product is [Cl:1][C:2]1[N:3]=[C:4]2[CH:9]=[CH:8][C:7]([C:16]3[CH:17]=[N:12][CH:13]=[N:14][CH:15]=3)=[N:6][N:5]2[CH:11]=1. The yield is 0.920. (3) The reactants are Cl.C([O:4][C:5](=[O:31])[C:6]1[CH:11]=[CH:10][C:9]([CH2:12][C:13]2[O:17][N:16]=[C:15]([CH2:18][O:19][C:20]3[CH:25]=[CH:24][C:23]([C:26](=[O:28])[CH3:27])=[C:22]([OH:29])[C:21]=3[Cl:30])[N:14]=2)=[CH:8][CH:7]=1)C. The catalyst is CCO. The product is [C:26]([C:23]1[CH:24]=[CH:25][C:20]([O:19][CH2:18][C:15]2[N:14]=[C:13]([CH2:12][C:9]3[CH:10]=[CH:11][C:6]([C:5]([OH:31])=[O:4])=[CH:7][CH:8]=3)[O:17][N:16]=2)=[C:21]([Cl:30])[C:22]=1[OH:29])(=[O:28])[CH3:27]. The yield is 0.330.